This data is from Full USPTO retrosynthesis dataset with 1.9M reactions from patents (1976-2016). The task is: Predict the reactants needed to synthesize the given product. (1) Given the product [C:21]1([N:16]2[CH2:17][CH2:18][CH2:19][CH:14]([N:1]3[C:12]4=[C:13]5[C:8](=[CH:9][CH:10]=[CH:11]4)[CH:7]=[N:6][CH:5]=[C:4]5[CH2:3][CH2:2]3)[CH2:15]2)[CH:26]=[CH:25][CH:24]=[CH:23][CH:22]=1, predict the reactants needed to synthesize it. The reactants are: [N:1]1([CH:14]2[CH2:19][CH2:18][CH2:17][NH:16][CH2:15]2)[C:12]2=[C:13]3[C:8](=[CH:9][CH:10]=[CH:11]2)[CH:7]=[N:6][CH:5]=[C:4]3[CH2:3][CH2:2]1.Br[C:21]1[CH:26]=[CH:25][CH:24]=[CH:23][CH:22]=1.CC(C)([O-])C.[Na+]. (2) The reactants are: [S:1]1[C:9]2[CH:8]=[C:7]([CH2:10][OH:11])[N:6]=[CH:5][C:4]=2[O:3][CH2:2]1. Given the product [S:1]1[C:9]2[CH:8]=[C:7]([CH:10]=[O:11])[N:6]=[CH:5][C:4]=2[O:3][CH2:2]1, predict the reactants needed to synthesize it.